From a dataset of Reaction yield outcomes from USPTO patents with 853,638 reactions. Predict the reaction yield, written as a fraction of the theoretical maximum amount of product (1.0 means a 100% yield; for example, 0.34 means a 34% yield). (1) The reactants are [CH3:1][N:2]([CH3:21])[CH2:3][CH2:4][C:5]([N:7]1[C:15]2[C:10](=[CH:11][C:12]([O:19][CH3:20])=[C:13]([N+:16]([O-])=O)[CH:14]=2)[CH2:9][CH2:8]1)=[O:6].O.NN. The catalyst is CO.[Fe](Cl)(Cl)Cl. The product is [CH3:21][N:2]([CH3:1])[CH2:3][CH2:4][C:5]([N:7]1[C:15]2[C:10](=[CH:11][C:12]([O:19][CH3:20])=[C:13]([NH2:16])[CH:14]=2)[CH2:9][CH2:8]1)=[O:6]. The yield is 0.190. (2) The reactants are [Cl:1][C:2]1[N:7]=[N:6][C:5]([NH2:8])=[C:4]([CH3:9])[CH:3]=1.Cl[C:11]([O:13][CH2:14][CH3:15])=[O:12]. The catalyst is N1C=CC=CC=1. The product is [Cl:1][C:2]1[N:7]=[N:6][C:5]([NH:8][C:11](=[O:12])[O:13][CH2:14][CH3:15])=[C:4]([CH3:9])[CH:3]=1. The yield is 0.496. (3) The yield is 0.540. The reactants are ClC1[C:7]([I:8])=CC=CN=1.[CH:9]([N-:12][CH:13]([CH3:15])C)([CH3:11])C.[Li+].C([O:19][CH2:20]C)=O.[ClH:22]. The catalyst is C1COCC1.O. The product is [Cl:22][C:13]1[N:12]=[CH:9][CH:11]=[C:7]([I:8])[C:15]=1[CH:20]=[O:19]. (4) The reactants are [CH2:1]([C:3]1[C:11]([NH:12][C:13]([CH:15]2[CH2:20][CH2:19][O:18][CH2:17][CH2:16]2)=[O:14])=[C:6]2[CH:7]=[CH:8][CH:9]=[CH:10][N:5]2[N:4]=1)[CH3:2].CC(C)([O-])C.[K+].COCCOC.Br[CH2:34][CH:35]1[CH2:37][CH2:36]1. The catalyst is C1(C)C=CC=CC=1.O. The product is [CH:35]1([CH2:34][N:12]([C:11]2[C:3]([CH2:1][CH3:2])=[N:4][N:5]3[CH:10]=[CH:9][CH:8]=[CH:7][C:6]=23)[C:13]([CH:15]2[CH2:20][CH2:19][O:18][CH2:17][CH2:16]2)=[O:14])[CH2:37][CH2:36]1. The yield is 0.926. (5) The reactants are [O:1]=[C:2]([CH2:9][C:10](OCC)=O)[CH2:3][C:4](OCC)=[O:5].[CH:15]([O:22]CC)([O:19][CH2:20][CH3:21])OCC.C(OC(=O)C)(=O)C.[CH3:32][NH2:33]. The catalyst is O. The product is [OH:1][C:2]1[C:9]([C:15]([O:19][CH2:20][CH3:21])=[O:22])=[CH:10][N:33]([CH3:32])[C:4](=[O:5])[CH:3]=1. The yield is 0.850. (6) The reactants are [C:1]1(=[O:7])[NH:5][C:4](=[O:6])[CH:3]=[CH:2]1.[C:8](OC(=O)C)(=[O:10])[CH3:9]. No catalyst specified. The product is [C:8]([N:5]1[C:4](=[O:6])[CH:3]=[CH:2][C:1]1=[O:7])(=[O:10])[CH3:9]. The yield is 0.658.